Dataset: Reaction yield outcomes from USPTO patents with 853,638 reactions. Task: Predict the reaction yield, written as a fraction of the theoretical maximum amount of product (1.0 means a 100% yield; for example, 0.34 means a 34% yield). The reactants are COC[N:4]1[C:12]2[C:7](=[CH:8][CH:9]=[CH:10][C:11]=2[N:13]([CH3:22])[S:14]([C:17]2[S:18][CH:19]=[CH:20][CH:21]=2)(=[O:16])=[O:15])[CH:6]=[C:5]1[C:23]([O:25][CH2:26][CH3:27])=[O:24].Cl.C(O)C. The catalyst is O. The product is [CH3:22][N:13]([S:14]([C:17]1[S:18][CH:19]=[CH:20][CH:21]=1)(=[O:15])=[O:16])[C:11]1[CH:10]=[CH:9][CH:8]=[C:7]2[C:12]=1[NH:4][C:5]([C:23]([O:25][CH2:26][CH3:27])=[O:24])=[CH:6]2. The yield is 0.460.